This data is from Forward reaction prediction with 1.9M reactions from USPTO patents (1976-2016). The task is: Predict the product of the given reaction. (1) Given the reactants Br[C:2]1[CH:3]=[C:4]([CH3:9])[C:5](=[O:8])[NH:6][CH:7]=1.[CH:10]1([CH2:13][O:14][C:15]2[CH:20]=[CH:19][C:18]([S:21]([CH3:24])(=[O:23])=[O:22])=[CH:17][C:16]=2B2OC(C)(C)C(C)(C)O2)[CH2:12][CH2:11]1.[O-]P([O-])([O-])=O.[K+].[K+].[K+].N#N, predict the reaction product. The product is: [CH:10]1([CH2:13][O:14][C:15]2[CH:20]=[CH:19][C:18]([S:21]([CH3:24])(=[O:23])=[O:22])=[CH:17][C:16]=2[C:2]2[CH:3]=[C:4]([CH3:9])[C:5](=[O:8])[NH:6][CH:7]=2)[CH2:11][CH2:12]1. (2) Given the reactants [OH:1][CH:2]1[CH2:7][CH2:6][NH:5][CH2:4][CH2:3]1.C(N(CC)CC)C.[C:15](Cl)(=[O:17])[CH3:16], predict the reaction product. The product is: [OH:1][CH:2]1[CH2:7][CH2:6][N:5]([C:15](=[O:17])[CH3:16])[CH2:4][CH2:3]1. (3) Given the reactants [CH2:1]([O:3][C:4]([C:6]1[C:7]([CH3:26])=[N:8][C:9]([NH:13][CH2:14][CH2:15][CH2:16][C:17]2[CH:22]=[C:21]([O:23]C)[CH:20]=[CH:19][C:18]=2[F:25])=[N:10][C:11]=1[CH3:12])=[O:5])[CH3:2].B(Br)(Br)Br.C(Cl)Cl, predict the reaction product. The product is: [CH2:1]([O:3][C:4]([C:6]1[C:11]([CH3:12])=[N:10][C:9]([NH:13][CH2:14][CH2:15][CH2:16][C:17]2[CH:22]=[C:21]([OH:23])[CH:20]=[CH:19][C:18]=2[F:25])=[N:8][C:7]=1[CH3:26])=[O:5])[CH3:2]. (4) Given the reactants [CH2:1]([OH:4])[CH2:2][OH:3].[SH:5][CH:6]([CH3:11])[CH2:7][C:8]([OH:10])=O.O.C1(C)C=[CH:17][C:16]([S:19](O)(=O)=O)=[CH:15][CH:14]=1.[Na].C(=O)([O-])[OH:26], predict the reaction product. The product is: [SH:19][CH:16]([CH3:17])[CH2:15][C:14]([O:3][CH2:2][CH2:1][O:4][C:8](=[O:10])[CH2:7][CH:6]([SH:5])[CH3:11])=[O:26].